The task is: Predict the reaction yield, written as a fraction of the theoretical maximum amount of product (1.0 means a 100% yield; for example, 0.34 means a 34% yield).. This data is from Reaction yield outcomes from USPTO patents with 853,638 reactions. (1) The reactants are [Br:1][C:2]1[CH:3]=[C:4]([CH:9]=[CH:10][C:11]=1[OH:12])[C:5]([O:7][CH3:8])=[O:6].Br[CH:14]([CH3:16])[CH3:15].[I-].[K+].C(=O)([O-])[O-].[K+].[K+]. The catalyst is CN(C)C=O. The product is [Br:1][C:2]1[CH:3]=[C:4]([CH:9]=[CH:10][C:11]=1[O:12][CH:14]([CH3:16])[CH3:15])[C:5]([O:7][CH3:8])=[O:6]. The yield is 0.830. (2) The reactants are [C:1]([O:5][C:6]([C:8]1[CH:9]=[C:10]([C:14]2[C:19]([CH3:20])=[CH:18][CH:17]=[CH:16][N+:15]=2[O-])[CH:11]=[CH:12][CH:13]=1)=[O:7])([CH3:4])([CH3:3])[CH3:2].[N:22]1C=CC=CC=1.CS(OS(C)(=O)=O)(=O)=O.C(CN)O. The catalyst is C(#N)C.O. The product is [C:1]([O:5][C:6](=[O:7])[C:8]1[CH:13]=[CH:12][CH:11]=[C:10]([C:14]2[C:19]([CH3:20])=[CH:18][CH:17]=[C:16]([NH2:22])[N:15]=2)[CH:9]=1)([CH3:4])([CH3:3])[CH3:2]. The yield is 0.530. (3) No catalyst specified. The product is [OH:24][CH2:23][CH2:25][NH:26][C:18](=[O:20])[C:17]1[CH:21]=[CH:22][C:14]([O:13][CH2:12][C:11]2[C:7]([C:2]3[CH:3]=[CH:4][CH:5]=[CH:6][N:1]=3)=[N:8][O:9][CH:10]=2)=[N:15][CH:16]=1. The reactants are [N:1]1[CH:6]=[CH:5][CH:4]=[CH:3][C:2]=1[C:7]1[C:11]([CH2:12][O:13][C:14]2[CH:22]=[CH:21][C:17]([C:18]([OH:20])=O)=[CH:16][N:15]=2)=[CH:10][O:9][N:8]=1.[CH2:23]([CH2:25][NH2:26])[OH:24]. The yield is 0.720. (4) The reactants are [CH3:1][S:2]([NH:5][C:6]1[CH:21]=[CH:20][C:9]2[NH:10][C:11]([CH2:16][C:17]([OH:19])=O)=[N:12][S:13](=[O:15])(=[O:14])[C:8]=2[CH:7]=1)(=[O:4])=[O:3].Cl.CN(C)CCCN=C=NCC.CN1CCOCC1.C([O:43][C:44]([C@H:46]1[C@@H:51]([NH:52][CH2:53][CH:54]([CH3:56])[CH3:55])[C@H:50]2[CH2:57][C@@H:47]1[CH2:48][CH2:49]2)=O)C.[O-]CC.[Na+].C(O)C. The catalyst is CN(C)C=O. The product is [OH:43][C:44]1[C@H:46]2[C@H:51]([C@H:50]3[CH2:57][C@@H:47]2[CH2:48][CH2:49]3)[N:52]([CH2:53][CH:54]([CH3:56])[CH3:55])[C:17](=[O:19])[C:16]=1[C:11]1[NH:10][C:9]2[CH:20]=[CH:21][C:6]([NH:5][S:2]([CH3:1])(=[O:3])=[O:4])=[CH:7][C:8]=2[S:13](=[O:15])(=[O:14])[N:12]=1. The yield is 0.200.